The task is: Predict the product of the given reaction.. This data is from Forward reaction prediction with 1.9M reactions from USPTO patents (1976-2016). (1) Given the reactants [NH2:1][C:2]1[CH:7]=[CH:6][CH:5]=[CH:4][C:3]=1[C:8]1[NH:9][C:10]2[C:15]([CH:16]=1)=[CH:14][CH:13]=[CH:12][CH:11]=2.CN(C1C=CC=CN=1)C.[C:26]1(=[O:36])[O:31][C:29](=[O:30])[C:28]2=[CH:32][CH:33]=[CH:34][CH:35]=[C:27]12, predict the reaction product. The product is: [NH:9]1[C:10]2[C:15](=[CH:14][CH:13]=[CH:12][CH:11]=2)[CH:16]=[C:8]1[C:3]1[CH:4]=[CH:5][CH:6]=[CH:7][C:2]=1[NH:1][C:26](=[O:36])[C:27]1[C:28](=[CH:32][CH:33]=[CH:34][CH:35]=1)[C:29]([OH:31])=[O:30]. (2) The product is: [C:19]([CH2:7][C:8]([NH:10][CH2:11][CH2:12][CH2:13][CH2:14][CH2:15][C:16]([OH:18])=[O:17])=[O:9])#[N:20]. Given the reactants C(=O)([O-])O.[K+].Cl[CH2:7][C:8]([NH:10][CH2:11][CH2:12][CH2:13][CH2:14][CH2:15][C:16]([OH:18])=[O:17])=[O:9].[C-:19]#[N:20].[K+].Cl, predict the reaction product. (3) Given the reactants [I:1][C:2]1[C:10]2[C:5](=[CH:6][CH:7]=[C:8]([C:11]([OH:13])=O)[CH:9]=2)[NH:4][N:3]=1.[CH3:14][C:15]1[CH:25]=[CH:24][CH:23]=[CH:22][C:16]=1[CH2:17][C:18]1([NH2:21])[CH2:20][CH2:19]1.Cl.CN(C(ON1N=NC2C=CC=CC1=2)=[N+](C)C)C.[B-](F)(F)(F)F.CCN(C(C)C)C(C)C, predict the reaction product. The product is: [I:1][C:2]1[C:10]2[C:5](=[CH:6][CH:7]=[C:8]([C:11]([NH:21][C:18]3([CH2:17][C:16]4[CH:22]=[CH:23][CH:24]=[CH:25][C:15]=4[CH3:14])[CH2:20][CH2:19]3)=[O:13])[CH:9]=2)[NH:4][N:3]=1.